This data is from Full USPTO retrosynthesis dataset with 1.9M reactions from patents (1976-2016). The task is: Predict the reactants needed to synthesize the given product. (1) The reactants are: [Br:1][C:2]1[CH:7]=[CH:6][C:5]([CH2:8][CH2:9][CH2:10][C:11]([OH:13])=O)=[C:4]([F:14])[CH:3]=1.CN(C=O)C.C(Cl)(=O)C(Cl)=O.[Cl-].[Al+3].[Cl-].[Cl-]. Given the product [Br:1][C:2]1[CH:7]=[C:6]2[C:5]([CH2:8][CH2:9][CH2:10][C:11]2=[O:13])=[C:4]([F:14])[CH:3]=1, predict the reactants needed to synthesize it. (2) Given the product [CH3:1][O:2][C:3]1[CH:10]=[CH:9][C:6](/[CH:7]=[CH:11]/[C:12]([C:14]2[CH:15]=[C:16]([O:24][CH3:25])[C:17]([O:22][CH3:23])=[C:18]([O:20][CH3:21])[CH:19]=2)=[O:13])=[CH:5][CH:4]=1, predict the reactants needed to synthesize it. The reactants are: [CH3:1][O:2][C:3]1[CH:10]=[CH:9][C:6]([CH:7]=O)=[CH:5][CH:4]=1.[CH3:11][C:12]([C:14]1[CH:19]=[C:18]([O:20][CH3:21])[C:17]([O:22][CH3:23])=[C:16]([O:24][CH3:25])[CH:15]=1)=[O:13].[OH-].[Na+].Cl. (3) Given the product [N:8]1([C:4]2[CH:5]=[CH:7][C:24]([CH2:25][C:26]([OH:22])=[O:19])=[CH:23][CH:3]=2)[CH2:9][CH2:14][CH2:13][CH2:12]1, predict the reactants needed to synthesize it. The reactants are: C([CH2:3][C@@H:4]([NH:8][C:9]1[CH:14]=[CH:13][C:12](C(F)(F)F)=CC=1)[CH:5]([CH3:7])C)#N.[OH-:19].[Li+].Cl.[O:22]1[CH2:26][CH2:25][CH2:24][CH2:23]1. (4) Given the product [Cl:27][C:24]1[CH:25]=[CH:26][C:21]([N:20]2[CH:11]([OH:10])[C:12]3[C:17](=[N:16][CH:15]=[CH:14][N:13]=3)[C:18]2=[O:19])=[N:22][CH:23]=1, predict the reactants needed to synthesize it. The reactants are: CN1CCN(C([O:10][CH:11]2[N:20]([C:21]3[CH:26]=[CH:25][C:24]([Cl:27])=[CH:23][N:22]=3)[C:18](=[O:19])[C:17]3[C:12]2=[N:13][CH:14]=[CH:15][N:16]=3)=O)CC1.Cl. (5) Given the product [OH:37][C:34]1[CH:35]=[CH:36][C:31]([C:2]2[CH:7]=[C:6]([C:8]3[N:12]4[CH:13]=[CH:14][CH:15]=[CH:16][C:11]4=[N:10][C:9]=3[C:17]3[CH:22]=[CH:21][CH:20]=[CH:19][N:18]=3)[CH:5]=[CH:4][N:3]=2)=[CH:32][CH:33]=1, predict the reactants needed to synthesize it. The reactants are: Br[C:2]1[CH:7]=[C:6]([C:8]2[N:12]3[CH:13]=[CH:14][CH:15]=[CH:16][C:11]3=[N:10][C:9]=2[C:17]2[CH:22]=[CH:21][CH:20]=[CH:19][N:18]=2)[CH:5]=[CH:4][N:3]=1.CC1(C)C(C)(C)OB([C:31]2[CH:36]=[CH:35][C:34]([OH:37])=[CH:33][CH:32]=2)O1. (6) Given the product [N:3]1[CH:4]=[CH:5][CH:6]=[CH:7][C:2]=1[C:11]#[C:10][CH2:9][CH2:8][C:12]1[O:13][C:14]2[C:19]([N:20]=1)=[CH:18][CH:17]=[CH:16][N:15]=2, predict the reactants needed to synthesize it. The reactants are: Br[C:2]1[CH:7]=[CH:6][CH:5]=[CH:4][N:3]=1.[CH2:8]([C:12]1[O:13][C:14]2[C:19]([N:20]=1)=[CH:18][CH:17]=[CH:16][N:15]=2)[CH2:9][C:10]#[CH:11].